Dataset: CYP2C19 inhibition data for predicting drug metabolism from PubChem BioAssay. Task: Regression/Classification. Given a drug SMILES string, predict its absorption, distribution, metabolism, or excretion properties. Task type varies by dataset: regression for continuous measurements (e.g., permeability, clearance, half-life) or binary classification for categorical outcomes (e.g., BBB penetration, CYP inhibition). Dataset: cyp2c19_veith. (1) The molecule is Cc1nc2c(ccc3nc(NC(=O)c4ccc5c(c4)OCCO5)sc32)s1. The result is 1 (inhibitor). (2) The compound is O=C(OCc1ccc(Cl)cc1Cl)c1cccnc1Cl. The result is 1 (inhibitor). (3) The molecule is Cc1ccccc1C(=O)N1CCN(c2ccc([N+](=O)[O-])c(NCc3ccco3)c2)CC1. The result is 1 (inhibitor). (4) The compound is Cc1cc2ccccc2n1CCNC(=O)c1ccccc1. The result is 1 (inhibitor).